This data is from Forward reaction prediction with 1.9M reactions from USPTO patents (1976-2016). The task is: Predict the product of the given reaction. (1) Given the reactants [F:1][C:2]1[CH:16]=[CH:15][C:5]([CH2:6][O:7][C:8]2[CH:13]=[CH:12][NH:11][C:10](=[O:14])[CH:9]=2)=[CH:4][CH:3]=1.[Br:17]Br, predict the reaction product. The product is: [Br:17][C:9]1[C:10](=[O:14])[NH:11][CH:12]=[CH:13][C:8]=1[O:7][CH2:6][C:5]1[CH:15]=[CH:16][C:2]([F:1])=[CH:3][CH:4]=1. (2) Given the reactants [I:1][C:2]1[CH:7]=[CH:6][C:5]([CH2:8][C:9](O)=[O:10])=[C:4]([C:12]([F:15])([F:14])[F:13])[CH:3]=1.C(Cl)(C([Cl:20])=O)=O, predict the reaction product. The product is: [I:1][C:2]1[CH:7]=[CH:6][C:5]([CH2:8][C:9]([Cl:20])=[O:10])=[C:4]([C:12]([F:15])([F:14])[F:13])[CH:3]=1.